Dataset: Reaction yield outcomes from USPTO patents with 853,638 reactions. Task: Predict the reaction yield, written as a fraction of the theoretical maximum amount of product (1.0 means a 100% yield; for example, 0.34 means a 34% yield). (1) The reactants are [O:1]=[C:2]1[C:6]([CH2:7][C:8]([OH:10])=[O:9])=[CH:5][C:4](=O)[O:3]1.S(O)(O)(=O)=O.[NH2:17][NH2:18]. The catalyst is O. The product is [O:1]=[C:2]1[C:6]([CH2:7][C:8]([OH:10])=[O:9])=[CH:5][C:4](=[O:3])[NH:18][NH:17]1. The yield is 0.820. (2) The reactants are [O:1]1[C:5]2[CH:6]=[CH:7][C:8]([C:10]3([C:13]([OH:15])=O)[CH2:12][CH2:11]3)=[CH:9][C:4]=2[O:3][CH2:2]1.CN(C(ON1N=NC2C=CC=CC1=2)=[N+](C)C)C.F[P-](F)(F)(F)(F)F.CCN(CC)CC.[NH2:47][C:48]1[CH:49]=[C:50]2[C:54](=[CH:55][CH:56]=1)[NH:53][C:52]([CH:57]([CH3:60])[CH2:58][OH:59])=[CH:51]2. The catalyst is C(#N)C. The product is [O:1]1[C:5]2[CH:6]=[CH:7][C:8]([C:10]3([C:13]([NH:47][C:48]4[CH:49]=[C:50]5[C:54](=[CH:55][CH:56]=4)[NH:53][C:52]([CH:57]([CH3:60])[CH2:58][OH:59])=[CH:51]5)=[O:15])[CH2:11][CH2:12]3)=[CH:9][C:4]=2[O:3][CH2:2]1. The yield is 0.510. (3) The reactants are [Cl:1][C:2]1[CH:3]=[C:4]([CH:7]=[C:8]([O:10]C)[CH:9]=1)[CH:5]=[O:6].B(Br)(Br)Br.O. The catalyst is C(Cl)Cl. The product is [Cl:1][C:2]1[CH:3]=[C:4]([CH:7]=[C:8]([OH:10])[CH:9]=1)[CH:5]=[O:6]. The yield is 0.250.